From a dataset of Catalyst prediction with 721,799 reactions and 888 catalyst types from USPTO. Predict which catalyst facilitates the given reaction. Reactant: [CH:1]#[C:2][C:3]1[CH:4]=[CH:5][CH:6]=[C:7]([NH:9][C:10]2[N:19]=[CH:18][N:17]=[C:16]3[C:11]=2[CH:12]=[C:13]2[O:29][CH2:28][CH2:27][O:26][CH2:25][CH2:24][O:23][CH2:22][CH2:21][O:20][C:14]2=[CH:15]3)[CH:8]=1.[ClH:30]. Product: [CH:1]#[C:2][C:3]1[CH:4]=[CH:5][CH:6]=[C:7]([NH:9][C:10]2[C:11]3[C:16](=[CH:15][C:14]4[O:20][CH2:21][CH2:22][O:23][CH2:24][CH2:25][O:26][CH2:27][CH2:28][O:29][C:13]=4[CH:12]=3)[N:17]=[CH:18][N:19]=2)[CH:8]=1.[ClH:30]. The catalyst class is: 5.